From a dataset of Peptide-MHC class I binding affinity with 185,985 pairs from IEDB/IMGT. Regression. Given a peptide amino acid sequence and an MHC pseudo amino acid sequence, predict their binding affinity value. This is MHC class I binding data. (1) The peptide sequence is PDLKTIHNIL. The MHC is HLA-A01:01 with pseudo-sequence HLA-A01:01. The binding affinity (normalized) is 0. (2) The peptide sequence is SVKEKDMTK. The MHC is HLA-B44:02 with pseudo-sequence HLA-B44:02. The binding affinity (normalized) is 0.0847.